From a dataset of Full USPTO retrosynthesis dataset with 1.9M reactions from patents (1976-2016). Predict the reactants needed to synthesize the given product. Given the product [Br:1][C:2]1[CH:10]=[CH:9][C:5]([C:6]([C:16]2[CH:21]=[CH:20][CH:19]=[CH:18][CH:17]=2)=[O:8])=[CH:4][C:3]=1[F:11], predict the reactants needed to synthesize it. The reactants are: [Br:1][C:2]1[CH:10]=[CH:9][C:5]([C:6]([OH:8])=O)=[CH:4][C:3]=1[F:11].S(Cl)(Cl)=O.[CH:16]1[CH:21]=[CH:20][CH:19]=[CH:18][CH:17]=1.[Cl-].[Cl-].[Cl-].[Al+3].Cl.